Dataset: Catalyst prediction with 721,799 reactions and 888 catalyst types from USPTO. Task: Predict which catalyst facilitates the given reaction. (1) Reactant: [ClH:1].Cl.[NH2:3][CH:4]1[CH2:9][CH2:8][N:7]([CH2:10][CH:11]2[N:21]3[C:22]4[N:13]([C:14](=[O:24])[CH:15]=[CH:16][C:17]=4[CH:18]=[CH:19][C:20]3=[O:23])[CH2:12]2)[CH2:6][CH2:5]1.C([N:27]([CH2:30][CH3:31])[CH2:28][CH3:29])C.BrC1[C:42]([CH:43]=[O:44])=NC2NC(=O)CSC=2C=1.[BH-](OC(C)=O)(OC(C)=O)[O:47][C:48]([CH3:50])=O.[Na+].C(=O)(O)[O-].[Na+]. Product: [ClH:1].[O:44]1[C:43]2[CH:42]=[C:28]([CH2:29][NH:3][CH:4]3[CH2:5][CH2:6][N:7]([CH2:10][CH:11]4[N:21]5[C:22]6[N:13]([C:14](=[O:24])[CH:15]=[CH:16][C:17]=6[CH:18]=[CH:19][C:20]5=[O:23])[CH2:12]4)[CH2:8][CH2:9]3)[N:27]=[CH:30][C:31]=2[O:47][CH2:48][CH2:50]1. The catalyst class is: 61. (2) Reactant: [CH3:1][O:2][CH2:3][CH2:4][O:5][CH2:6]Cl.[Br:8][C:9]1[CH:10]=[C:11]([C:16]2[CH:21]=[CH:20][CH:19]=[C:18]([F:22])[CH:17]=2)[CH:12]=[CH:13][C:14]=1[OH:15].C(N(C(C)C)CC)(C)C.[OH-].[Na+]. The catalyst class is: 4. Product: [Br:8][C:9]1[CH:10]=[C:11]([C:16]2[CH:21]=[CH:20][CH:19]=[C:18]([F:22])[CH:17]=2)[CH:12]=[CH:13][C:14]=1[O:15][CH2:6][O:5][CH2:4][CH2:3][O:2][CH3:1]. (3) Reactant: [SH:1][C:2]1[CH:3]=[C:4]([CH:8]=[CH:9][CH:10]=1)[C:5]([OH:7])=[O:6].Cl.[Cl:12][C:13]1[CH:14]=[C:15]([CH:29]=[CH:30][C:31]=1[Cl:32])[CH2:16][N:17]1[CH2:22][CH2:21][O:20][C@@H:19]([CH2:23][NH:24][C:25](=[O:28])[CH2:26]Cl)[CH2:18]1.[C:33](=O)([O-])[O-].[K+].[K+].CI. Product: [Cl:12][C:13]1[CH:14]=[C:15]([CH:29]=[CH:30][C:31]=1[Cl:32])[CH2:16][N:17]1[CH2:22][CH2:21][O:20][C@@H:19]([CH2:23][NH:24][C:25](=[O:28])[CH2:26][S:1][C:2]2[CH:10]=[CH:9][CH:8]=[C:4]([C:5]([O:7][CH3:33])=[O:6])[CH:3]=2)[CH2:18]1. The catalyst class is: 35. (4) Reactant: [Cl:1][C:2]1[CH:3]=[C:4]([C:8]2[CH:17]=[C:16]([C:18]3[CH:23]=[CH:22][C:21](SC)=[CH:20][CH:19]=3)[C:15]([O:26][CH3:27])=[C:14]3[C:9]=2[CH:10]=[N:11][C:12]([NH:28][CH3:29])=[N:13]3)[CH:5]=[CH:6][CH:7]=1.Cl[C:31]1C=CC=C(C(OO)=O)C=1.[S:41]([O-:44])([O-])=[O:42].[Na+].[Na+]. Product: [Cl:1][C:2]1[CH:3]=[C:4]([C:8]2[CH:17]=[C:16]([C:18]3[CH:23]=[CH:22][C:21]([S:41]([CH3:31])(=[O:44])=[O:42])=[CH:20][CH:19]=3)[C:15]([O:26][CH3:27])=[C:14]3[C:9]=2[CH:10]=[N:11][C:12]([NH:28][CH3:29])=[N:13]3)[CH:5]=[CH:6][CH:7]=1. The catalyst class is: 2. (5) Reactant: CS([C:5]1[S:9][C:8]([C:10]2[CH:11]=[C:12]3[C:16](=[CH:17][CH:18]=2)[N:15](C(OC(C)(C)C)=O)[CH:14]=[C:13]3[C:26]2[N:31]=[C:30]([N:32]3[CH2:37][CH2:36][O:35][CH2:34][CH2:33]3)[CH:29]=[CH:28][N:27]=2)=[N:7][N:6]=1)(=O)=O.[NH3:38].O. Product: [O:35]1[CH2:34][CH2:33][N:32]([C:30]2[CH:29]=[CH:28][N:27]=[C:26]([C:13]3[C:12]4[C:16](=[CH:17][CH:18]=[C:10]([C:8]5[S:9][C:5]([NH2:38])=[N:6][N:7]=5)[CH:11]=4)[NH:15][CH:14]=3)[N:31]=2)[CH2:37][CH2:36]1. The catalyst class is: 16.